This data is from Peptide-MHC class I binding affinity with 185,985 pairs from IEDB/IMGT. The task is: Regression. Given a peptide amino acid sequence and an MHC pseudo amino acid sequence, predict their binding affinity value. This is MHC class I binding data. (1) The peptide sequence is AEYEENKI. The MHC is Mamu-B01 with pseudo-sequence Mamu-B01. The binding affinity (normalized) is 0.187. (2) The peptide sequence is ILAILAIATLMSV. The MHC is HLA-A68:02 with pseudo-sequence HLA-A68:02. The binding affinity (normalized) is 0.366. (3) The MHC is HLA-B44:02 with pseudo-sequence HLA-B44:02. The binding affinity (normalized) is 0.149. The peptide sequence is AEALLADGL. (4) The peptide sequence is RRYDKLMSF. The MHC is HLA-A31:01 with pseudo-sequence HLA-A31:01. The binding affinity (normalized) is 0.0847. (5) The peptide sequence is GMFTNRSGSQ. The binding affinity (normalized) is 0. The MHC is HLA-A03:01 with pseudo-sequence HLA-A03:01. (6) The peptide sequence is DRYRARHSL. The binding affinity (normalized) is 0.913. The MHC is HLA-B14:01 with pseudo-sequence HLA-B14:02. (7) The peptide sequence is PLTNQRYRV. The MHC is HLA-B51:01 with pseudo-sequence HLA-B51:01. The binding affinity (normalized) is 0.0847.